From a dataset of CYP2C9 inhibition data for predicting drug metabolism from PubChem BioAssay. Regression/Classification. Given a drug SMILES string, predict its absorption, distribution, metabolism, or excretion properties. Task type varies by dataset: regression for continuous measurements (e.g., permeability, clearance, half-life) or binary classification for categorical outcomes (e.g., BBB penetration, CYP inhibition). Dataset: cyp2c9_veith. (1) The drug is Cc1ccc(C(=O)N2CCN(C3c4cccc5cccc(c45)C3NS(=O)(=O)c3ccccc3)CC2)cc1. The result is 1 (inhibitor). (2) The compound is CN1CCN(c2ncc3ncc(=O)n(CCC#N)c3n2)CC1. The result is 0 (non-inhibitor). (3) The compound is CCn1c(SCC(=O)N2CCCCC2)nc(O)cc1=O. The result is 0 (non-inhibitor). (4) The compound is O=C(N/N=C1/C[C@@H](O)[C@@H](O)[C@@H]2[C@@H]3C(=O)N(C4CCCCC4)C(=O)[C@H]3CC[C@@H]12)OCc1ccccc1. The result is 0 (non-inhibitor). (5) The molecule is CC(C)CN1CCC2(CC1)CCN(S(=O)(=O)c1ccccc1)CC2. The result is 0 (non-inhibitor). (6) The compound is Cn1nc(C(F)(F)F)c(/C=N/OCc2c(Cl)cccc2Cl)c1Cl. The result is 1 (inhibitor). (7) The compound is O=C(Nc1ccc2oc(=O)ccc2c1)c1cccnc1Cl. The result is 0 (non-inhibitor). (8) The molecule is COc1cc(NC(=O)c2ccc(COCC(F)(F)F)cc2)cc(OC)c1OC. The result is 0 (non-inhibitor). (9) The compound is Cc1cc(C)cc(C(=O)N(C)[C@H](Cc2ccc(-c3ccccc3)cc2)C(=O)N[C@@H](Cc2c[nH]c3ccccc23)C(=O)O)c1. The result is 0 (non-inhibitor). (10) The drug is COC(=O)C1=C(C)NC2=C(C(=O)CCC2)C1c1cn(Cc2ccc(Cl)cc2Cl)nc1-c1ccccc1. The result is 1 (inhibitor).